Dataset: Peptide-MHC class I binding affinity with 185,985 pairs from IEDB/IMGT. Task: Regression. Given a peptide amino acid sequence and an MHC pseudo amino acid sequence, predict their binding affinity value. This is MHC class I binding data. (1) The peptide sequence is LDVVKRQQELL. The MHC is Mamu-A11 with pseudo-sequence Mamu-A11. The binding affinity (normalized) is 0.488. (2) The peptide sequence is RTIILVGYM. The MHC is Mamu-A02 with pseudo-sequence Mamu-A02. The binding affinity (normalized) is 0.793. (3) The peptide sequence is TVGYMYIMK. The MHC is HLA-A26:02 with pseudo-sequence HLA-A26:02. The binding affinity (normalized) is 0.0847. (4) The peptide sequence is APAKKAAAK. The MHC is HLA-B08:01 with pseudo-sequence HLA-B08:01. The binding affinity (normalized) is 0.0847. (5) The peptide sequence is IVQSVLRDI. The MHC is HLA-A02:06 with pseudo-sequence HLA-A02:06. The binding affinity (normalized) is 0.336. (6) The peptide sequence is GIVQQQQQL. The MHC is HLA-A02:03 with pseudo-sequence HLA-A02:03. The binding affinity (normalized) is 0.163. (7) The binding affinity (normalized) is 0.440. The MHC is HLA-A69:01 with pseudo-sequence HLA-A69:01. The peptide sequence is YFDDVTAFL. (8) The peptide sequence is YSEVALNVTES. The MHC is Mamu-A01 with pseudo-sequence Mamu-A01. The binding affinity (normalized) is 0.0974.